Dataset: Forward reaction prediction with 1.9M reactions from USPTO patents (1976-2016). Task: Predict the product of the given reaction. Given the reactants [CH2:1]([C:4]1([CH2:18][CH:19]=[CH2:20])[CH2:9][CH2:8][CH2:7][N:6]([C:10]([O:12][C:13]([CH3:16])([CH3:15])[CH3:14])=[O:11])[C:5]1=[O:17])C=C, predict the reaction product. The product is: [O:17]=[C:5]1[N:6]([C:10]([O:12][C:13]([CH3:16])([CH3:15])[CH3:14])=[O:11])[CH2:7][CH2:8][CH2:9][C:4]21[CH2:1][CH:20]=[CH:19][CH2:18]2.